Dataset: Full USPTO retrosynthesis dataset with 1.9M reactions from patents (1976-2016). Task: Predict the reactants needed to synthesize the given product. (1) The reactants are: [CH2:1]([N:3]([CH2:20][CH3:21])[CH2:4][CH2:5][NH:6][C:7]([C:9]1[CH:18]=[CH:17][C:16]2[C:11](=[CH:12][CH:13]=[C:14]([I:19])[CH:15]=2)C=1)=[O:8])[CH3:2].IC1C=C2C(=CC=1)[N:29]=C(C(OCC)=O)C=C2.[K+].[Br-].IC1C2C=C(C(OC)=O)SC=2C=CC=1. Given the product [CH2:1]([N:3]([CH2:20][CH3:21])[CH2:4][CH2:5][NH:6][C:7]([C:9]1[CH:18]=[CH:17][C:16]2[C:11](=[CH:12][CH:13]=[C:14]([I:19])[CH:15]=2)[N:29]=1)=[O:8])[CH3:2], predict the reactants needed to synthesize it. (2) The reactants are: [F:1][C:2]1[CH:7]=[C:6]([C:8]([F:11])([F:10])[F:9])[CH:5]=[C:4]([O:12][CH2:13][CH2:14][CH2:15][S:16]([CH3:19])(=[O:18])=[O:17])[CH:3]=1.[Br:20]Br.C([O-])(O)=O.[Na+]. Given the product [Br:20][C:7]1[C:6]([C:8]([F:9])([F:11])[F:10])=[CH:5][C:4]([O:12][CH2:13][CH2:14][CH2:15][S:16]([CH3:19])(=[O:17])=[O:18])=[CH:3][C:2]=1[F:1], predict the reactants needed to synthesize it. (3) Given the product [CH2:29]([N:28]([CH3:27])[C:5](=[O:6])[C:4]1[CH:8]=[CH:9][C:10]([C:11]([NH:12][C:13]2[CH:18]=[CH:17][C:16]([Cl:19])=[C:15]([C:20]3[CH:25]=[CH:24][CH:23]=[CH:22][N:21]=3)[CH:14]=2)=[O:26])=[C:2]([Cl:1])[CH:3]=1)[C:30]1[CH:35]=[CH:34][CH:33]=[CH:32][CH:31]=1, predict the reactants needed to synthesize it. The reactants are: [Cl:1][C:2]1[CH:3]=[C:4]([CH:8]=[CH:9][C:10]=1[C:11](=[O:26])[NH:12][C:13]1[CH:18]=[CH:17][C:16]([Cl:19])=[C:15]([C:20]2[CH:25]=[CH:24][CH:23]=[CH:22][N:21]=2)[CH:14]=1)[C:5](O)=[O:6].[CH3:27][NH:28][CH2:29][C:30]1[CH:35]=[CH:34][CH:33]=[CH:32][CH:31]=1. (4) Given the product [C:1]([O:5][C:6]([NH:8][C@@H:11]([C:12]1[C:17]([F:18])=[CH:16][CH:15]=[CH:14][N:13]=1)[C@@H:10]([O:19][Si:20]([CH:24]([CH3:25])[CH3:26])([CH:21]([CH3:22])[CH3:23])[CH:27]([CH3:29])[CH3:28])[C:9](=[O:30])[S:38][C:35]1[CH:36]=[CH:37][C:32]([Br:31])=[CH:33][CH:34]=1)=[O:7])([CH3:3])([CH3:2])[CH3:4], predict the reactants needed to synthesize it. The reactants are: [C:1]([O:5][C:6]([N:8]1[C@@H:11]([C:12]2[C:17]([F:18])=[CH:16][CH:15]=[CH:14][N:13]=2)[C@@H:10]([O:19][Si:20]([CH:27]([CH3:29])[CH3:28])([CH:24]([CH3:26])[CH3:25])[CH:21]([CH3:23])[CH3:22])[C:9]1=[O:30])=[O:7])([CH3:4])([CH3:3])[CH3:2].[Br:31][C:32]1[CH:37]=[CH:36][C:35]([SH:38])=[CH:34][CH:33]=1.C(=O)([O-])[O-].[K+].[K+].O. (5) Given the product [CH3:20][C:14]([CH3:19])([CH2:15][CH2:16][CH2:17][CH3:18])[C:13]([NH:12][CH2:11][CH:10]1[O:22][C:39]([CH3:41])([CH3:40])[N:8]([C:6]([O:5][C:1]([CH3:4])([CH3:3])[CH3:2])=[O:7])[C@H:9]1[CH2:23][C@H:24]([CH2:28][O:29][CH2:30][C:31]1[CH:32]=[CH:33][CH:34]=[CH:35][CH:36]=1)[CH:25]([CH3:27])[CH3:26])=[O:21], predict the reactants needed to synthesize it. The reactants are: [C:1]([O:5][C:6]([NH:8][C@@H:9]([CH2:23][C@H:24]([CH2:28][O:29][CH2:30][C:31]1[CH:36]=[CH:35][CH:34]=[CH:33][CH:32]=1)[CH:25]([CH3:27])[CH3:26])[CH:10]([OH:22])[CH2:11][NH:12][C:13](=[O:21])[C:14]([CH3:20])([CH3:19])[CH2:15][CH2:16][CH2:17][CH3:18])=[O:7])([CH3:4])([CH3:3])[CH3:2].CO[C:39](OC)([CH3:41])[CH3:40].B(F)(F)F.CCOCC.C(N(CC)CC)C. (6) Given the product [CH3:1][C:2]1[C:7]([CH:8]([CH2:13][CH2:14][CH3:15])[C:9]([OH:11])=[O:10])=[C:6]([C:16]2[CH:17]=[C:18]3[C:22](=[CH:23][CH:24]=2)[N:21]([CH3:25])[CH:20]=[CH:19]3)[N:5]=[C:4]([C:26]2[CH:31]=[CH:30][CH:29]=[CH:28][CH:27]=2)[N:3]=1, predict the reactants needed to synthesize it. The reactants are: [CH3:1][C:2]1[C:7]([CH:8]([CH2:13][CH2:14][CH3:15])[C:9]([O:11]C)=[O:10])=[C:6]([C:16]2[CH:17]=[C:18]3[C:22](=[CH:23][CH:24]=2)[N:21]([CH3:25])[CH:20]=[CH:19]3)[N:5]=[C:4]([C:26]2[CH:31]=[CH:30][CH:29]=[CH:28][CH:27]=2)[N:3]=1.[OH-].[Na+]. (7) Given the product [N:68]1[C:69]2[C:64](=[CH:63][CH:62]=[CH:61][C:60]=2[NH:59][C:56]([C:54]2[CH:53]=[CH:52][CH:51]=[C:50]3[C:55]=2[N:46]=[CH:47][CH:48]=[CH:49]3)=[O:58])[CH:65]=[CH:66][CH:67]=1, predict the reactants needed to synthesize it. The reactants are: F[P-](F)(F)(F)(F)F.N1(O[P+](N(C)C)(N(C)C)N(C)C)C2C=CC=CC=2N=N1.O.ON1C2C=CC=CC=2N=N1.C(N(CC)CC)C.[N:46]1[C:55]2[C:50](=[CH:51][CH:52]=[CH:53][C:54]=2[C:56]([OH:58])=O)[CH:49]=[CH:48][CH:47]=1.[NH2:59][C:60]1[CH:61]=[CH:62][CH:63]=[C:64]2[C:69]=1[N:68]=[CH:67][CH:66]=[CH:65]2.